From a dataset of Reaction yield outcomes from USPTO patents with 853,638 reactions. Predict the reaction yield, written as a fraction of the theoretical maximum amount of product (1.0 means a 100% yield; for example, 0.34 means a 34% yield). (1) The reactants are [NH2:1][C@@:2]([C:17]1[CH:22]=[C:21]([Br:23])[C:20]([F:24])=[CH:19][C:18]=1[F:25])([CH3:16])[C:3]([F:15])([F:14])[C:4]([CH3:13])([O:6][CH2:7][C:8](OCC)=[O:9])[CH3:5].CCCCCCC. The catalyst is C(OCC)(=O)C. The product is [Br:23][C:21]1[C:20]([F:24])=[CH:19][C:18]([F:25])=[C:17]([C@:2]2([CH3:16])[C:3]([F:15])([F:14])[C:4]([CH3:13])([CH3:5])[O:6][CH2:7][C:8](=[O:9])[NH:1]2)[CH:22]=1. The yield is 0.630. (2) The reactants are [NH2:1][C:2]1[S:3][C:4]2[C:9]([N:10]=1)=[CH:8][CH:7]=[C:6]([O:11][C:12]1[CH:13]=[CH:14][C:15]([F:33])=[C:16]([NH:18][C:19](=[O:32])[C:20]3[CH:25]=[CH:24][CH:23]=[C:22]([C:26]4([C:29]#[N:30])[CH2:28][CH2:27]4)[C:21]=3[Cl:31])[CH:17]=1)[N:5]=2.N1C=CC=CC=1.[CH:40]1([C:43](Cl)=[O:44])[CH2:42][CH2:41]1.C(=O)([O-])O.[Na+]. The catalyst is O1CCCC1.C1(C(Cl)=O)CC1.O. The product is [Cl:31][C:21]1[C:22]([C:26]2([C:29]#[N:30])[CH2:28][CH2:27]2)=[CH:23][CH:24]=[CH:25][C:20]=1[C:19]([NH:18][C:16]1[CH:17]=[C:12]([O:11][C:6]2[N:5]=[C:4]3[S:3][C:2]([NH:1][C:43]([CH:40]4[CH2:42][CH2:41]4)=[O:44])=[N:10][C:9]3=[CH:8][CH:7]=2)[CH:13]=[CH:14][C:15]=1[F:33])=[O:32]. The yield is 0.960.